This data is from Full USPTO retrosynthesis dataset with 1.9M reactions from patents (1976-2016). The task is: Predict the reactants needed to synthesize the given product. (1) The reactants are: [CH2:1]([O:8][CH2:9][N:10]1[C:14](Br)=[C:13]([CH2:16][C:17]2[CH:22]=[CH:21][CH:20]=[C:19]([O:23][CH3:24])[N:18]=2)[C:12]([C:25]([O:27][CH2:28][CH3:29])=[O:26])=[C:11]1[CH:30]=[O:31])[C:2]1[CH:7]=[CH:6][CH:5]=[CH:4][CH:3]=1.ClC1N(COCC[Si](C)(C)C)C2C=NNC(=O)C=2C=1I.[CH:52]1([O:55][C:56]2[CH:57]=[C:58](B3OC(C)(C)C(C)(C)O3)[CH:59]=[CH:60][C:61]=2[O:62][CH:63]([F:65])[F:64])[CH2:54][CH2:53]1.C1(B(O)O)C=CC=CC=1. Given the product [CH2:1]([O:8][CH2:9][N:10]1[C:14]([C:58]2[CH:59]=[CH:60][C:61]([O:62][CH:63]([F:65])[F:64])=[C:56]([O:55][CH:52]3[CH2:53][CH2:54]3)[CH:57]=2)=[C:13]([CH2:16][C:17]2[CH:22]=[CH:21][CH:20]=[C:19]([O:23][CH3:24])[N:18]=2)[C:12]([C:25]([O:27][CH2:28][CH3:29])=[O:26])=[C:11]1[CH:30]=[O:31])[C:2]1[CH:7]=[CH:6][CH:5]=[CH:4][CH:3]=1, predict the reactants needed to synthesize it. (2) Given the product [CH3:55][C:49]1([CH3:56])[CH2:48][C:47]2[C:51](=[CH:52][CH:53]=[C:45]([C:43]3[CH:44]=[C:39]([NH:38][C:6]([C:3]4[CH:4]=[CH:5][S:1][CH:2]=4)=[O:8])[CH:40]=[CH:41][C:42]=3[CH3:57])[CH:46]=2)[C:50]1=[O:54], predict the reactants needed to synthesize it. The reactants are: [S:1]1[CH:5]=[CH:4][C:3]([C:6]([OH:8])=O)=[CH:2]1.CCN=C=NCCCN(C)C.Cl.C1C=CC2N(O)N=NC=2C=1.CN1CCOCC1.[NH2:38][C:39]1[CH:40]=[CH:41][C:42]([CH3:57])=[C:43]([C:45]2[CH:46]=[C:47]3[C:51](=[CH:52][CH:53]=2)[C:50](=[O:54])[C:49]([CH3:56])([CH3:55])[CH2:48]3)[CH:44]=1. (3) Given the product [C:1]1([CH:18]([CH2:20][CH:21]([C:13]2[CH:12]=[CH:3][CH:2]=[CH:1][CH:6]=2)[CH3:22])[CH3:19])[CH:6]=[CH:5][CH:4]=[CH:3][CH:2]=1, predict the reactants needed to synthesize it. The reactants are: [C:1]1([Mg]Br)[CH:6]=[CH:5][CH:4]=[CH:3][CH:2]=1.CN([CH2:12][CH2:13]N(C)C)C.Cl[CH:18]([CH2:20][CH:21](Cl)[CH3:22])[CH3:19].[Cl-].[NH4+]. (4) Given the product [C:1]([O:5][C:6](=[O:17])[CH:7]=[CH:8][C:9]1[CH:14]=[CH:13][C:12]([CH:15]=[CH:19][C:18](=[O:20])[C:21]2[CH:26]=[CH:25][CH:24]=[CH:23][CH:22]=2)=[CH:11][N:10]=1)([CH3:4])([CH3:3])[CH3:2], predict the reactants needed to synthesize it. The reactants are: [C:1]([O:5][C:6](=[O:17])[CH:7]=[CH:8][C:9]1[CH:14]=[CH:13][C:12]([CH:15]=O)=[CH:11][N:10]=1)([CH3:4])([CH3:3])[CH3:2].[C:18]([C:21]1[CH:26]=[CH:25][CH:24]=[CH:23][CH:22]=1)(=[O:20])[CH3:19].[OH-].[K+]. (5) Given the product [CH3:17][C:15]1[N:16]=[C:11]([NH:10][C:7]2[CH:6]=[CH:5][C:4]([CH2:3][CH2:2][OH:1])=[CH:9][CH:8]=2)[C:12]([N+:29]([O-:31])=[O:30])=[C:13]([CH3:18])[N:14]=1, predict the reactants needed to synthesize it. The reactants are: [OH:1][CH2:2][CH2:3][C:4]1[CH:9]=[CH:8][C:7]([NH:10][C:11]2[N:16]=[C:15]([CH3:17])[N:14]=[C:13]([CH:18](C(OCC)=O)C(OCC)=O)[C:12]=2[N+:29]([O-:31])=[O:30])=[CH:6][CH:5]=1. (6) Given the product [OH:15][C@@H:13]([CH3:14])[C@H:9]([NH:8][C:6](=[O:7])[O:5][C:1]([CH3:2])([CH3:3])[CH3:4])[C:10]([NH:47][C@@H:48]([CH2:66][C:67]1[CH:68]=[CH:69][C:70]([O:73][CH3:74])=[CH:71][CH:72]=1)[C:49]([NH:51][C@@H:52]([CH2:59][C:60]1[CH:65]=[CH:64][CH:63]=[CH:62][CH:61]=1)[C:53]([C@@:55]1([CH3:58])[CH2:57][O:56]1)=[O:54])=[O:50])=[O:12], predict the reactants needed to synthesize it. The reactants are: [C:1]([O:5][C:6]([NH:8][C@@H:9]([C@@H:13]([OH:15])[CH3:14])[C:10]([OH:12])=O)=[O:7])([CH3:4])([CH3:3])[CH3:2].CN(C(ON1N=NC2C=CC=NC1=2)=[N+](C)C)C.F[P-](F)(F)(F)(F)F.OC(C(F)(F)F)=O.[NH2:47][C@@H:48]([CH2:66][C:67]1[CH:72]=[CH:71][C:70]([O:73][CH3:74])=[CH:69][CH:68]=1)[C:49]([NH:51][C@@H:52]([CH2:59][C:60]1[CH:65]=[CH:64][CH:63]=[CH:62][CH:61]=1)[C:53]([C@@:55]1([CH3:58])[CH2:57][O:56]1)=[O:54])=[O:50].CCN(C(C)C)C(C)C. (7) Given the product [Cl:1][C:2]1[N:3]=[CH:4][N:5]([C:9]2[C:14]([F:15])=[CH:13][CH:12]=[CH:11][C:10]=2[F:16])[C:6]=1[CH:7]=[O:8], predict the reactants needed to synthesize it. The reactants are: [Cl:1][C:2]1[N:3]=[CH:4][N:5]([C:9]2[C:14]([F:15])=[CH:13][CH:12]=[CH:11][C:10]=2[F:16])[C:6]=1[CH2:7][OH:8]. (8) Given the product [C:23]([C:18]1[O:17][C:16]([NH:15][C:2]2[C:7]3[C:8]4[CH2:14][CH2:13][CH2:12][CH2:11][C:9]=4[Se:10][C:6]=3[N:5]=[CH:4][N:3]=2)=[C:20]([C:21]#[N:22])[CH:19]=1)([CH3:26])([CH3:24])[CH3:25], predict the reactants needed to synthesize it. The reactants are: Cl[C:2]1[C:7]2[C:8]3[CH2:14][CH2:13][CH2:12][CH2:11][C:9]=3[Se:10][C:6]=2[N:5]=[CH:4][N:3]=1.[NH2:15][C:16]1[O:17][C:18]([C:23]([CH3:26])([CH3:25])[CH3:24])=[CH:19][C:20]=1[C:21]#[N:22].[OH-].[Na+].